This data is from Full USPTO retrosynthesis dataset with 1.9M reactions from patents (1976-2016). The task is: Predict the reactants needed to synthesize the given product. (1) Given the product [F:48][C:49]([F:53])([F:52])[CH2:50][NH:51][C:3]([C:5]1[NH:6][N:7]=[C:8]([O:10][CH2:11][C:12]2[C:13]([C:18]3[CH:23]=[CH:22][C:21]([F:24])=[CH:20][N:19]=3)=[N:14][O:15][C:16]=2[CH3:17])[CH:9]=1)=[O:4], predict the reactants needed to synthesize it. The reactants are: CO[C:3]([C:5]1[NH:6][N:7]=[C:8]([O:10][CH2:11][C:12]2[C:13]([C:18]3[CH:23]=[CH:22][C:21]([F:24])=[CH:20][N:19]=3)=[N:14][O:15][C:16]=2[CH3:17])[CH:9]=1)=[O:4].COC(C1NN=C(OCC2C(C3C=CC=CC=3)=NOC=2C)C=1)=O.[F:48][C:49]([F:53])([F:52])[CH2:50][NH2:51]. (2) Given the product [NH2:16][C:10]1[O:11][CH2:12][C:13]([F:14])([F:15])[C@:8]([C:6]2[CH:7]=[C:2]([NH:1][C:28]([C:25]3[CH:24]=[CH:23][C:22]([O:21][CH:20]([F:31])[F:19])=[CH:27][N:26]=3)=[O:29])[CH:3]=[CH:4][C:5]=2[F:18])([CH3:17])[N:9]=1, predict the reactants needed to synthesize it. The reactants are: [NH2:1][C:2]1[CH:3]=[CH:4][C:5]([F:18])=[C:6]([C@:8]2([CH3:17])[C:13]([F:15])([F:14])[CH2:12][O:11][C:10]([NH2:16])=[N:9]2)[CH:7]=1.[F:19][CH:20]([F:31])[O:21][C:22]1[CH:23]=[CH:24][C:25]([C:28](O)=[O:29])=[N:26][CH:27]=1. (3) Given the product [O:9]1[C:5]2[CH:4]=[CH:3][C:2]([B:14]([OH:15])[OH:13])=[CH:10][C:6]=2[N:7]=[CH:8]1, predict the reactants needed to synthesize it. The reactants are: Cl[C:2]1[CH:3]=[CH:4][C:5]2[O:9][CH:8]=[N:7][C:6]=2[CH:10]=1.CC1(C)C(C)(C)[O:15][B:14](B2OC(C)(C)C(C)(C)O2)[O:13]1.C([O-])(=O)C.[K+].C(C1C=CC=C(C(C)C)C=1N1C=CN(C2C(C(C)C)=CC=CC=2C(C)C)C1=[ClH])(C)C. (4) Given the product [F:1][C:2]1[CH:7]=[CH:6][C:5]([F:8])=[CH:4][C:3]=1[C@H:9]1[CH2:13][CH2:12][CH2:11][N:10]1[C:14]1[CH:19]=[CH:18][N:17]2[N:20]=[CH:21][C:22](/[CH:23]=[CH:24]/[C:25]([N:64]3[CH2:65][CH2:66][NH:61][C:62](=[O:67])[CH2:63]3)=[O:27])=[C:16]2[N:15]=1, predict the reactants needed to synthesize it. The reactants are: [F:1][C:2]1[CH:7]=[CH:6][C:5]([F:8])=[CH:4][C:3]=1[C@H:9]1[CH2:13][CH2:12][CH2:11][N:10]1[C:14]1[CH:19]=[CH:18][N:17]2[N:20]=[CH:21][C:22](/[CH:23]=[CH:24]/[C:25]([OH:27])=O)=[C:16]2[N:15]=1.CN(C(ON1N=NC2C=CC=NC1=2)=[N+](C)C)C.F[P-](F)(F)(F)(F)F.CCN(C(C)C)C(C)C.[NH:61]1[CH2:66][CH2:65][NH:64][CH2:63][C:62]1=[O:67].